Dataset: Peptide-MHC class II binding affinity with 134,281 pairs from IEDB. Task: Regression. Given a peptide amino acid sequence and an MHC pseudo amino acid sequence, predict their binding affinity value. This is MHC class II binding data. (1) The peptide sequence is HVSTLLTWHMHKLVE. The MHC is DRB1_0101 with pseudo-sequence DRB1_0101. The binding affinity (normalized) is 0.405. (2) The peptide sequence is IEEFGTGVFTTRVYMD. The MHC is DRB1_0404 with pseudo-sequence DRB1_0404. The binding affinity (normalized) is 0.256. (3) The peptide sequence is PQLPQFLQPQPYPQPQLPYPQPQPF. The MHC is DRB1_1201 with pseudo-sequence DRB1_1201. The binding affinity (normalized) is 0.277. (4) The peptide sequence is QGEPGRVIRGKKGAG. The MHC is HLA-DQA10104-DQB10503 with pseudo-sequence HLA-DQA10104-DQB10503. The binding affinity (normalized) is 0.0506. (5) The peptide sequence is RVAYGKCDSAGRSRR. The MHC is DRB1_0701 with pseudo-sequence DRB1_0701. The binding affinity (normalized) is 0.180. (6) The peptide sequence is VGADEDDIKATYDKG. The MHC is DRB1_1201 with pseudo-sequence DRB1_1201. The binding affinity (normalized) is 0.157.